From a dataset of Forward reaction prediction with 1.9M reactions from USPTO patents (1976-2016). Predict the product of the given reaction. (1) Given the reactants [CH2:1]([C:3]1[CH:4]=[C:5]([CH2:11][C@@H:12]([NH:16][C:17]([N:19]2[CH2:24][CH2:23][CH:22]([N:25]3[CH2:31][CH2:30][C:29]4[CH:32]=[CH:33][CH:34]=[CH:35][C:28]=4[NH:27][C:26]3=[O:36])[CH2:21][CH2:20]2)=[O:18])[C:13](O)=[O:14])[CH:6]=[CH:7][C:8]=1[CH2:9][CH3:10])[CH3:2].Cl.Cl.Cl.[CH3:40][N:41]1[CH:46]2[CH2:47][CH2:48][CH:42]1[CH2:43][CH:44]([N:49]1[CH2:54][CH2:53][NH:52][CH2:51][CH2:50]1)[CH2:45]2, predict the reaction product. The product is: [CH2:1]([C:3]1[CH:4]=[C:5]([CH:6]=[CH:7][C:8]=1[CH2:9][CH3:10])[CH2:11][C@@H:12]([NH:16][C:17]([N:19]1[CH2:24][CH2:23][CH:22]([N:25]2[CH2:31][CH2:30][C:29]3[CH:32]=[CH:33][CH:34]=[CH:35][C:28]=3[NH:27][C:26]2=[O:36])[CH2:21][CH2:20]1)=[O:18])[C:13]([N:52]1[CH2:53][CH2:54][N:49]([CH:44]2[CH2:45][CH:46]3[N:41]([CH3:40])[CH:42]([CH2:48][CH2:47]3)[CH2:43]2)[CH2:50][CH2:51]1)=[O:14])[CH3:2]. (2) Given the reactants [C:1]([C:3]1[CH:4]=[C:5](B(O)O)[CH:6]=[CH:7][C:8]=1[F:9])#[N:2].Br[C:14]1[CH:15]=[C:16]([CH:18]=[CH:19][CH:20]=1)[NH2:17].[O-]P([O-])([O-])=O.[K+].[K+].[K+].C1(P(C2CCCCC2)C2CCCCC2)CCCCC1, predict the reaction product. The product is: [C:1]([C:3]1[CH:4]=[C:5]([C:14]2[CH:20]=[CH:19][CH:18]=[C:16]([NH2:17])[CH:15]=2)[CH:6]=[CH:7][C:8]=1[F:9])#[N:2]. (3) Given the reactants [NH2:1][C:2]1[C:6]2[CH:7]=[C:8]([Cl:11])[CH:9]=[CH:10][C:5]=2[O:4][C:3]=1[C:12]([OH:14])=O.C([N:18](C(C)C)CC)(C)C.CN(C(ON1N=NC2C=CC=NC1=2)=[N+](C)C)C.F[P-](F)(F)(F)(F)F, predict the reaction product. The product is: [NH2:1][C:2]1[C:6]2[CH:7]=[C:8]([Cl:11])[CH:9]=[CH:10][C:5]=2[O:4][C:3]=1[C:12]([NH2:18])=[O:14]. (4) Given the reactants [CH:1]([CH:4]1[C:9](=[O:10])[N:8]([CH2:11][C:12]([NH:14][CH3:15])=[O:13])[C:7]2[CH:16]=[C:17]([O:41][CH3:42])[CH:18]=[C:19]([C:20]3[C:21]4[CH:30]=[CH:29][N:28](S(C5C=CC(C)=CC=5)(=O)=O)[C:22]=4[C:23](=[O:27])[N:24]([CH3:26])[CH:25]=3)[C:6]=2[O:5]1)([CH3:3])[CH3:2].C(O)(C(F)(F)F)=O, predict the reaction product. The product is: [CH:1]([CH:4]1[C:9](=[O:10])[N:8]([CH2:11][C:12]([NH:14][CH3:15])=[O:13])[C:7]2[CH:16]=[C:17]([O:41][CH3:42])[CH:18]=[C:19]([C:20]3[C:21]4[CH:30]=[CH:29][NH:28][C:22]=4[C:23](=[O:27])[N:24]([CH3:26])[CH:25]=3)[C:6]=2[O:5]1)([CH3:3])[CH3:2]. (5) Given the reactants Cl[C:2]([O:4][CH2:5][C:6]1[CH:11]=[CH:10][CH:9]=[CH:8][CH:7]=1)=[O:3].[CH3:12][C:13]1[C:18]([NH2:19])=[C:17]([CH3:20])[CH:16]=[C:15]([N:21]2[CH2:26][CH2:25][O:24][CH2:23][CH2:22]2)[N:14]=1.C(N(CC)C(C)C)(C)C, predict the reaction product. The product is: [CH2:5]([O:4][C:2](=[O:3])[NH:19][C:18]1[C:13]([CH3:12])=[N:14][C:15]([N:21]2[CH2:26][CH2:25][O:24][CH2:23][CH2:22]2)=[CH:16][C:17]=1[CH3:20])[C:6]1[CH:11]=[CH:10][CH:9]=[CH:8][CH:7]=1. (6) Given the reactants Br[C:2]1[CH:3]=[C:4]2[C:9]([NH:10][C@H:11]3[C@@H:15]([CH3:16])[CH2:14][N:13]([C:17]([O:19][CH2:20][C:21]4[CH:26]=[CH:25][CH:24]=[CH:23][CH:22]=4)=[O:18])[CH2:12]3)=[C:8]([C:27](=[O:29])[NH2:28])[CH:7]=[N:6][N:5]2[CH:30]=1.[CH3:31][O:32][C:33]1[N:38]=[CH:37][C:36](B(O)O)=[CH:35][CH:34]=1.C1(P(C2CCCCC2)C2C=CC=CC=2C2C(C(C)C)=CC(C(C)C)=CC=2C(C)C)CCCCC1.P([O-])([O-])([O-])=O.[K+].[K+].[K+], predict the reaction product. The product is: [C:27]([C:8]1[CH:7]=[N:6][N:5]2[CH:30]=[C:2]([C:36]3[CH:37]=[N:38][C:33]([O:32][CH3:31])=[CH:34][CH:35]=3)[CH:3]=[C:4]2[C:9]=1[NH:10][C@H:11]1[C@@H:15]([CH3:16])[CH2:14][N:13]([C:17]([O:19][CH2:20][C:21]2[CH:22]=[CH:23][CH:24]=[CH:25][CH:26]=2)=[O:18])[CH2:12]1)(=[O:29])[NH2:28].